This data is from Forward reaction prediction with 1.9M reactions from USPTO patents (1976-2016). The task is: Predict the product of the given reaction. (1) The product is: [ClH:1].[C:2]([N:5]1[CH:13]=[C:12]2[C:7](=[CH:8][NH:9][C:10]3([CH2:18][CH:17]4[NH:16][CH:15]([C:31](=[O:30])[CH2:32]4)[CH2:14]3)[CH2:11]2)[NH:6]1)([CH3:39])([CH3:4])[CH3:3]. Given the reactants [ClH:1].[CH:2]([N:5]1[CH:13]=[C:12]2[C:7]([C:8](=O)[NH:9][C:10]3([CH2:18][CH2:17][NH:16][CH2:15][CH2:14]3)[CH2:11]2)=[N:6]1)([CH3:4])[CH3:3].[C@@H]12N(C([O:30][C:31](C)(C)[CH3:32])=O)[C@@H](CC1)CC(C(OC)=O)C2.[C:39](N1C=C(CI)C(I)=N1)(C)(C)C, predict the reaction product. (2) Given the reactants [OH:1][C:2]1[CH:7]=[CH:6][C:5]([C:8](=[O:10])[CH3:9])=[C:4]([CH3:11])[CH:3]=1.O.[OH-].[Na+].Cl[CH:16]([F:18])[F:17], predict the reaction product. The product is: [F:17][CH:16]([F:18])[O:1][C:2]1[CH:7]=[CH:6][C:5]([C:8](=[O:10])[CH3:9])=[C:4]([CH3:11])[CH:3]=1. (3) The product is: [O:3]=[C:1]1[C:4]2[C:5](=[CH:8][CH:9]=[CH:10][CH:11]=2)[CH:6]([P:15]([CH2:14][CH:13]([CH3:12])[CH2:18][C:19]([CH3:22])([CH3:21])[CH3:20])(=[O:16])[OH:17])[O:7]1. Given the reactants [C:1]([C:4]1[CH:11]=[CH:10][CH:9]=[CH:8][C:5]=1[CH:6]=[O:7])([OH:3])=O.[CH3:12][CH:13]([CH2:18][C:19]([CH3:22])([CH3:21])[CH3:20])[CH2:14][PH:15](=[O:17])[OH:16], predict the reaction product.